From a dataset of Forward reaction prediction with 1.9M reactions from USPTO patents (1976-2016). Predict the product of the given reaction. The product is: [C:31]1([O:34][CH3:35])[CH:32]=[CH:33][CH:28]=[CH:29][CH:30]=1.[CH2:1]([S:3]([C:6]1[CH:7]=[C:8]2[CH:14]=[C:13]([CH2:15][C@@:16]([OH:45])([C:41]([F:42])([F:43])[F:44])[CH2:17][C:18]([C:21]3[CH:39]=[CH:38][C:37]([F:40])=[CH:36][C:22]=3[C:23]([NH2:25])=[O:24])([CH3:20])[CH3:19])[NH:12][C:9]2=[CH:10][N:11]=1)(=[O:5])=[O:4])[CH3:2]. Given the reactants [CH2:1]([S:3]([C:6]1[CH:7]=[C:8]2[CH:14]=[C:13]([CH2:15][C@@:16]([OH:45])([C:41]([F:44])([F:43])[F:42])[CH2:17][C:18]([C:21]3[CH:39]=[CH:38][C:37]([F:40])=[CH:36][C:22]=3[C:23]([NH:25][C@H]([C:28]3[CH:33]=[CH:32][C:31]([O:34][CH3:35])=[CH:30][CH:29]=3)C)=[O:24])([CH3:20])[CH3:19])[NH:12][C:9]2=[CH:10][N:11]=1)(=[O:5])=[O:4])[CH3:2].C1(OC)C=CC=CC=1.OP(O)(O)=O.CO, predict the reaction product.